The task is: Regression. Given a peptide amino acid sequence and an MHC pseudo amino acid sequence, predict their binding affinity value. This is MHC class I binding data.. This data is from Peptide-MHC class I binding affinity with 185,985 pairs from IEDB/IMGT. (1) The peptide sequence is VMAARPMVV. The MHC is HLA-A02:01 with pseudo-sequence HLA-A02:01. The binding affinity (normalized) is 0.484. (2) The peptide sequence is MINDTHFLL. The MHC is HLA-A02:01 with pseudo-sequence HLA-A02:01. The binding affinity (normalized) is 0.484. (3) The peptide sequence is ALVASLNPNM. The MHC is HLA-A02:01 with pseudo-sequence HLA-A02:01. The binding affinity (normalized) is 0.335. (4) The peptide sequence is RARKRGITM. The MHC is HLA-B27:05 with pseudo-sequence HLA-B27:05. The binding affinity (normalized) is 0.0847. (5) The peptide sequence is LKLLNTRRRQ. The MHC is H-2-Kb with pseudo-sequence H-2-Kb. The binding affinity (normalized) is 0.0709. (6) The peptide sequence is GMLTNYKTI. The MHC is H-2-Kb with pseudo-sequence H-2-Kb. The binding affinity (normalized) is 0.274. (7) The peptide sequence is SSCSSCPLSKI. The MHC is HLA-A11:01 with pseudo-sequence HLA-A11:01. The binding affinity (normalized) is 0.409. (8) The binding affinity (normalized) is 0.310. The MHC is HLA-A68:01 with pseudo-sequence HLA-A68:01. The peptide sequence is CIYQSPVRK. (9) The peptide sequence is FYRNISDPL. The MHC is HLA-B08:02 with pseudo-sequence HLA-B08:02. The binding affinity (normalized) is 0.0847. (10) The peptide sequence is PIPVHTVPL. The MHC is Mamu-A01 with pseudo-sequence Mamu-A01. The binding affinity (normalized) is 0.399.